Dataset: Peptide-MHC class II binding affinity with 134,281 pairs from IEDB. Task: Regression. Given a peptide amino acid sequence and an MHC pseudo amino acid sequence, predict their binding affinity value. This is MHC class II binding data. (1) The peptide sequence is FIKVRQYDQILIEICGKKAIGTV. The MHC is HLA-DPA10103-DPB10401 with pseudo-sequence HLA-DPA10103-DPB10401. The binding affinity (normalized) is 0.435. (2) The peptide sequence is EHELYVAVLSNALHR. The MHC is DRB1_0405 with pseudo-sequence DRB1_0405. The binding affinity (normalized) is 0.763. (3) The peptide sequence is IDLTKIDRCFQLRGNGV. The MHC is DRB1_0401 with pseudo-sequence DRB1_0401. The binding affinity (normalized) is 0.150. (4) The peptide sequence is AAESSSKAALTSKLD. The MHC is DRB1_1602 with pseudo-sequence DRB1_1602. The binding affinity (normalized) is 0.330. (5) The peptide sequence is ITYVATATLPNYCRA. The MHC is HLA-DQA10104-DQB10503 with pseudo-sequence HLA-DQA10104-DQB10503. The binding affinity (normalized) is 0.116. (6) The peptide sequence is EKKYFAATAFEPLAA. The MHC is HLA-DQA10101-DQB10501 with pseudo-sequence HLA-DQA10101-DQB10501. The binding affinity (normalized) is 0.585. (7) The peptide sequence is SVRFSWLSLLVPFVQWF. The MHC is HLA-DPA10201-DPB10501 with pseudo-sequence HLA-DPA10201-DPB10501. The binding affinity (normalized) is 0.771. (8) The peptide sequence is EKKYFMATQFEPLAA. The MHC is DRB1_1602 with pseudo-sequence DRB1_1602. The binding affinity (normalized) is 0.666. (9) The peptide sequence is EKKYFAATQFEYLAA. The MHC is HLA-DPA10103-DPB10601 with pseudo-sequence HLA-DPA10103-DPB10601. The binding affinity (normalized) is 0.824.